This data is from Catalyst prediction with 721,799 reactions and 888 catalyst types from USPTO. The task is: Predict which catalyst facilitates the given reaction. (1) Reactant: [OH-].[Na+].CO.C([O:7][C:8]([C:10]1[C:14]([CH:15]=[CH:16][C:17]2[CH:22]=[CH:21][C:20]([CH:23]([CH3:25])[CH3:24])=[CH:19][C:18]=2[Cl:26])=[CH:13][S:12][C:11]=1[N:27]1[C:35](=[O:36])[C:34]2[C:29](=[CH:30][CH:31]=[CH:32][CH:33]=2)[C:28]1=[O:37])=[O:9])C.Cl. Product: [Cl:26][C:18]1[CH:19]=[C:20]([CH:23]([CH3:25])[CH3:24])[CH:21]=[CH:22][C:17]=1[CH:16]=[CH:15][C:14]1[C:10]([C:8]([OH:9])=[O:7])=[C:11]([N:27]2[C:35](=[O:36])[C:34]3[C:29](=[CH:30][CH:31]=[CH:32][CH:33]=3)[C:28]2=[O:37])[S:12][CH:13]=1. The catalyst class is: 6. (2) Reactant: Cl[C:2]1[CH:11]=[CH:10][N:9]=[C:8]2[C:3]=1[CH:4]=[CH:5][C:6]([C:12]([F:15])([F:14])[F:13])=[N:7]2.[CH3:16][C:17]1[CH:18]=[CH:19][C:20]([S:24][C:25]2[CH:30]=[CH:29][CH:28]=[CH:27][CH:26]=2)=[C:21]([NH2:23])[CH:22]=1. Product: [CH3:16][C:17]1[CH:18]=[CH:19][C:20]([S:24][C:25]2[CH:26]=[CH:27][CH:28]=[CH:29][CH:30]=2)=[C:21]([NH:23][C:2]2[C:3]3[C:8](=[N:7][C:6]([C:12]([F:15])([F:14])[F:13])=[CH:5][CH:4]=3)[N:9]=[CH:10][CH:11]=2)[CH:22]=1. The catalyst class is: 28. (3) Reactant: C(OC([N:8]1[CH2:12][CH2:11][CH2:10][CH:9]1[CH2:13][O:14][C:15]1[CH:20]=[CH:19][C:18]([O:21][CH2:22][C:23]#[CH:24])=[CH:17][CH:16]=1)=O)(C)(C)C.[ClH:25]. Product: [ClH:25].[CH2:22]([O:21][C:18]1[CH:19]=[CH:20][C:15]([O:14][CH2:13][C@H:9]2[CH2:10][CH2:11][CH2:12][NH:8]2)=[CH:16][CH:17]=1)[C:23]#[CH:24]. The catalyst class is: 12. (4) Reactant: C([N:8]1[CH2:12][CH2:11][CH:10]([O:13][C:14]2[C:15]([C:20]3[CH:25]=[CH:24][N:23]=[CH:22][CH:21]=3)=[N:16][CH:17]=[CH:18][CH:19]=2)[CH2:9]1)C1C=CC=CC=1.C([O-])=O.[NH4+]. Product: [NH:8]1[CH2:12][CH2:11][CH:10]([O:13][C:14]2[C:15]([C:20]3[CH:25]=[CH:24][N:23]=[CH:22][CH:21]=3)=[N:16][CH:17]=[CH:18][CH:19]=2)[CH2:9]1. The catalyst class is: 43. (5) Reactant: Cl.Cl.[F:3][C:4]([F:24])([F:23])[C:5]([C:11]1[CH:16]=[CH:15][C:14]([N:17]2[CH2:22][CH2:21][NH:20][CH2:19][CH2:18]2)=[CH:13][CH:12]=1)([OH:10])[C:6]([F:9])([F:8])[F:7].C(N(CC)CC)C.[N+:32]([C:35]1[CH:40]=[CH:39][C:38]([S:41](Cl)(=[O:43])=[O:42])=[CH:37][CH:36]=1)([O-:34])=[O:33]. Product: [N+:32]([C:35]1[CH:36]=[CH:37][C:38]([S:41]([N:20]2[CH2:21][CH2:22][N:17]([C:14]3[CH:13]=[CH:12][C:11]([C:5]([OH:10])([C:6]([F:9])([F:8])[F:7])[C:4]([F:3])([F:23])[F:24])=[CH:16][CH:15]=3)[CH2:18][CH2:19]2)(=[O:43])=[O:42])=[CH:39][CH:40]=1)([O-:34])=[O:33]. The catalyst class is: 2. (6) Reactant: [CH2:1]([P:3]([OH:9])([CH2:5][C:6]([OH:8])=[O:7])=[O:4])[CH3:2].[O-]CCCC.[O-]CCCC.[O-]CCCC.[O-]CCCC.[Ti+4:30]. Product: [Ti+4:30].[CH2:1]([P:3]([OH:9])([CH2:5][C:6]([O-:8])=[O:7])=[O:4])[CH3:2].[CH2:1]([P:3]([CH2:5][C:6]([O-:8])=[O:7])([OH:9])=[O:4])[CH3:2].[CH2:1]([P:3]([CH2:5][C:6]([O-:8])=[O:7])([OH:9])=[O:4])[CH3:2].[CH2:1]([P:3]([CH2:5][C:6]([O-:8])=[O:7])([OH:9])=[O:4])[CH3:2]. The catalyst class is: 11. (7) Reactant: [N+:1]([C:4]1[CH:38]=[CH:37][C:7]([CH2:8][N:9]([CH2:16][C:17]2[CH:36]=[CH:35][C:20](/[CH:21]=[CH:22]/[C@@H:23]3[CH2:27][CH2:26][CH2:25][N:24]3[C:28]([O:30][C:31]([CH3:34])([CH3:33])[CH3:32])=[O:29])=[CH:19][CH:18]=2)[C:10]2[CH:15]=[CH:14][CH:13]=[CH:12][CH:11]=2)=[CH:6][CH:5]=1)([O-])=O.[Bi](Cl)(Cl)Cl.[BH4-].[Na+].CO. Product: [NH2:1][C:4]1[CH:38]=[CH:37][C:7]([CH2:8][N:9]([CH2:16][C:17]2[CH:36]=[CH:35][C:20](/[CH:21]=[CH:22]/[C@@H:23]3[CH2:27][CH2:26][CH2:25][N:24]3[C:28]([O:30][C:31]([CH3:33])([CH3:34])[CH3:32])=[O:29])=[CH:19][CH:18]=2)[C:10]2[CH:11]=[CH:12][CH:13]=[CH:14][CH:15]=2)=[CH:6][CH:5]=1. The catalyst class is: 8. (8) Reactant: [NH2:1][C@H:2]1[C:11]2[C:6](=[CH:7][CH:8]=[C:9]([F:12])[CH:10]=2)[N:5]([C:13](=[O:15])[CH3:14])[C@@H:4]([CH:16]2[CH2:18][CH2:17]2)[C@@H:3]1[CH3:19].Br[C:21]1[CH:26]=[CH:25][CH:24]=[C:23]([O:27][CH3:28])[N:22]=1.CC(C)([O-])C.[Na+].CN(C1C(C2C(P(C3CCCCC3)C3CCCCC3)=CC=CC=2)=CC=CC=1)C. Product: [CH:16]1([C@H:4]2[C@H:3]([CH3:19])[C@@H:2]([NH:1][C:21]3[CH:26]=[CH:25][CH:24]=[C:23]([O:27][CH3:28])[N:22]=3)[C:11]3[C:6](=[CH:7][CH:8]=[C:9]([F:12])[CH:10]=3)[N:5]2[C:13](=[O:15])[CH3:14])[CH2:18][CH2:17]1. The catalyst class is: 62.